Dataset: Full USPTO retrosynthesis dataset with 1.9M reactions from patents (1976-2016). Task: Predict the reactants needed to synthesize the given product. (1) Given the product [Cl:1][C:2]1[CH:3]=[CH:4][C:5]([C:8]2[N:9]=[C:10]([CH3:14])[N:11]([CH2:17][CH2:16][CH:15]=[O:18])[C:12]=2[CH3:13])=[CH:6][CH:7]=1, predict the reactants needed to synthesize it. The reactants are: [Cl:1][C:2]1[CH:7]=[CH:6][C:5]([C:8]2[N:9]=[C:10]([CH3:14])[NH:11][C:12]=2[CH3:13])=[CH:4][CH:3]=1.[CH:15](=[O:18])[CH:16]=[CH2:17]. (2) Given the product [OH:6][C@@:7]([C:37]1[CH:38]=[C:39]2[C:44](=[CH:45][CH:46]=1)[CH:43]=[C:42]([C:47]([NH:49][CH3:50])=[O:48])[CH:41]=[CH:40]2)([C:13]1[N:14]=[CH:15][N:16]([C:18]([C:25]2[CH:30]=[CH:29][CH:28]=[CH:27][CH:26]=2)([C:31]2[CH:32]=[CH:33][CH:34]=[CH:35][CH:36]=2)[C:19]2[CH:24]=[CH:23][CH:22]=[CH:21][CH:20]=2)[CH:17]=1)[CH2:8][CH2:9][OH:10], predict the reactants needed to synthesize it. The reactants are: [BH4-].[Na+].[Cl-].[Ca+2].[Cl-].[OH:6][C@@:7]([C:37]1[CH:46]=[CH:45][C:44]2[C:39](=[CH:40][CH:41]=[C:42]([C:47]([NH:49][CH3:50])=[O:48])[CH:43]=2)[CH:38]=1)([C:13]1[N:14]=[CH:15][N:16]([C:18]([C:31]2[CH:36]=[CH:35][CH:34]=[CH:33][CH:32]=2)([C:25]2[CH:30]=[CH:29][CH:28]=[CH:27][CH:26]=2)[C:19]2[CH:24]=[CH:23][CH:22]=[CH:21][CH:20]=2)[CH:17]=1)[CH2:8][C:9](OC)=[O:10].Cl. (3) Given the product [Cl:1][C:2]1[CH:3]=[C:4]2[NH:24][C:23]([O:25][C@@H:26]3[CH2:30][O:29][C@@H:28]4[C@H:31]([OH:34])[CH2:32][O:33][C@H:27]34)=[N:22][C:5]2=[N:6][C:7]=1[C:8]1[CH:9]=[CH:10][C:11]([CH:14]2[CH2:19][CH2:18][S:17](=[O:21])(=[O:20])[CH2:16][CH2:15]2)=[CH:12][CH:13]=1, predict the reactants needed to synthesize it. The reactants are: [Cl:1][C:2]1[CH:3]=[C:4]2[NH:24][C:23]([O:25][C@@H:26]3[CH2:30][O:29][C@@H:28]4[C@H:31]([OH:34])[CH2:32][O:33][C@H:27]34)=[N:22][C:5]2=[N:6][C:7]=1[C:8]1[CH:13]=[CH:12][C:11]([C:14]2[CH2:15][CH2:16][S:17](=[O:21])(=[O:20])[CH2:18][CH:19]=2)=[CH:10][CH:9]=1.[H][H]. (4) Given the product [CH:1]1([C:4](=[O:45])[CH2:5][O:6][C@H:7]2[CH2:8][CH2:9][C@H:10]([N:13]3[C:18](=[O:19])[C:17]([CH2:20][C:21]4[CH:26]=[CH:25][C:24]([C:27]5[CH:32]=[CH:31][CH:30]=[CH:29][C:28]=5[C:33]5[NH:37][C:36](=[O:38])[O:35][N:34]=5)=[CH:23][CH:22]=4)=[C:16]([CH2:39][CH2:40][CH3:41])[N:15]4[N:42]=[CH:43][CH:44]=[C:14]34)[CH2:11][CH2:12]2)[CH2:2][CH2:3]1, predict the reactants needed to synthesize it. The reactants are: [CH:1]1([CH:4]([OH:45])[CH2:5][O:6][C@H:7]2[CH2:12][CH2:11][C@H:10]([N:13]3[C:18](=[O:19])[C:17]([CH2:20][C:21]4[CH:26]=[CH:25][C:24]([C:27]5[CH:32]=[CH:31][CH:30]=[CH:29][C:28]=5[C:33]5[NH:37][C:36](=[O:38])[O:35][N:34]=5)=[CH:23][CH:22]=4)=[C:16]([CH2:39][CH2:40][CH3:41])[N:15]4[N:42]=[CH:43][CH:44]=[C:14]34)[CH2:9][CH2:8]2)[CH2:3][CH2:2]1.CC(OI1(OC(C)=O)(OC(C)=O)OC(=O)C2C1=CC=CC=2)=O.C(OCC)(=O)C.S([O-])([O-])(=O)=S.[Na+].[Na+].